This data is from Reaction yield outcomes from USPTO patents with 853,638 reactions. The task is: Predict the reaction yield, written as a fraction of the theoretical maximum amount of product (1.0 means a 100% yield; for example, 0.34 means a 34% yield). (1) The product is [C:7]1([C:1]2[CH:6]=[CH:5][CH:4]=[CH:3][CH:2]=2)[CH:14]=[CH:13][C:10]([CH:11]=[N:19][NH:18][C:20]2[N:25]([CH2:26][C:27]3[CH:32]=[CH:31][C:30]([O:33][CH3:34])=[CH:29][CH:28]=3)[C:24](=[O:35])[N:23]([CH3:36])[C:22](=[O:37])[CH:21]=2)=[CH:9][CH:8]=1. The catalyst is CCOC(C)=O. The yield is 0.803. The reactants are [C:1]1([C:7]2[CH:14]=[CH:13][C:10]([CH:11]=O)=[CH:9][CH:8]=2)[CH:6]=[CH:5][CH:4]=[CH:3][CH:2]=1.C(=O)=O.[NH:18]([C:20]1[N:25]([CH2:26][C:27]2[CH:32]=[CH:31][C:30]([O:33][CH3:34])=[CH:29][CH:28]=2)[C:24](=[O:35])[N:23]([CH3:36])[C:22](=[O:37])[CH:21]=1)[NH2:19]. (2) The reactants are ClCCl.Cl.[NH2:5][CH2:6][CH:7]([OH:16])[CH2:8][C:9]1[CH:14]=[CH:13][C:12]([F:15])=[CH:11][CH:10]=1.C(N(CC)CC)C.[Br:24][CH2:25][C:26](Br)=[O:27]. The catalyst is O. The product is [Br:24][CH2:25][C:26]([NH:5][CH2:6][CH:7]([OH:16])[CH2:8][C:9]1[CH:14]=[CH:13][C:12]([F:15])=[CH:11][CH:10]=1)=[O:27]. The yield is 0.970. (3) The yield is 0.300. The product is [CH:41]1[C:42]2[NH:43][C:44]3[C:49](=[CH:48][CH:47]=[CH:46][CH:45]=3)[C:50]=2[C:38]([O:37][CH2:36][C@@H:34]([OH:33])[CH2:35][NH:2][CH2:3][C@H:4]2[CH2:13][CH2:12][C:11]3[C:6](=[CH:7][CH:8]=[C:9]([O:14][C:15]4[CH:25]=[CH:24][CH:23]=[CH:22][C:16]=4[C:17]([O:19][CH2:20][CH3:21])=[O:18])[CH:10]=3)[O:5]2)=[CH:39][CH:40]=1. The reactants are Cl.[NH2:2][CH2:3][C@H:4]1[CH2:13][CH2:12][C:11]2[C:6](=[CH:7][CH:8]=[C:9]([O:14][C:15]3[CH:25]=[CH:24][CH:23]=[CH:22][C:16]=3[C:17]([O:19][CH2:20][CH3:21])=[O:18])[CH:10]=2)[O:5]1.CCN(CC)CC.[O:33]1[CH2:35][C@H:34]1[CH2:36][O:37][C:38]1[C:50]2[C:49]3[C:44](=[CH:45][CH:46]=[CH:47][CH:48]=3)[NH:43][C:42]=2[CH:41]=[CH:40][CH:39]=1.C([O-])([O-])=O.[K+].[K+]. The catalyst is O1CCOCC1. (4) The reactants are [CH3:1][O:2][C:3](=[O:41])[C@@H:4]([NH:33][C:34]([O:36]C(C)(C)C)=O)[CH2:5][CH2:6][C:7]1[CH:8]=[C:9]([C:13]2[CH:18]=[CH:17][CH:16]=[C:15]([CH2:19][CH2:20][C:21](=[O:32])[NH:22][C@H:23]([C:25](OC(C)(C)C)=O)C)[CH:14]=2)[CH:10]=[CH:11][CH:12]=1.C(O)(C(F)(F)F)=O.CN(C(ON1N=NC2C=CC=NC1=2)=[N+](C)C)C.F[P-](F)(F)(F)(F)F.C(N(CC)C(C)C)(C)C. The catalyst is ClCCl. The product is [CH3:1][O:2][C:3]([C@H:4]1[NH:33][C:34](=[O:36])[C@H:23]([CH3:25])[NH:22][C:21](=[O:32])[CH2:20][CH2:19][C:15]2=[CH:14][C:13](=[CH:18][CH:17]=[CH:16]2)[C:9]2=[CH:8][C:7](=[CH:12][CH:11]=[CH:10]2)[CH2:6][CH2:5]1)=[O:41]. The yield is 0.190. (5) The reactants are C[O:2][C:3](=[O:45])[C@@H:4]([NH:30][C:31]1[CH:36]=[CH:35][CH:34]=[CH:33][C:32]=1[C:37](=[O:44])[C:38]1[CH:43]=[CH:42][CH:41]=[CH:40][CH:39]=1)[CH2:5][C:6]1[CH:11]=[CH:10][C:9]([O:12][CH2:13][CH2:14][N:15]2[C:21]3[CH:22]=[CH:23][CH:24]=[CH:25][C:20]=3[CH2:19][CH2:18][C:17]3[CH:26]=[CH:27][CH:28]=[CH:29][C:16]2=3)=[CH:8][CH:7]=1.[OH-].[Na+]. The catalyst is C(O)C. The product is [C:37]([C:32]1[CH:33]=[CH:34][CH:35]=[CH:36][C:31]=1[NH:30][C@@H:4]([CH2:5][C:6]1[CH:11]=[CH:10][C:9]([O:12][CH2:13][CH2:14][N:15]2[C:21]3[CH:22]=[CH:23][CH:24]=[CH:25][C:20]=3[CH2:19][CH2:18][C:17]3[CH:26]=[CH:27][CH:28]=[CH:29][C:16]2=3)=[CH:8][CH:7]=1)[C:3]([OH:45])=[O:2])(=[O:44])[C:38]1[CH:43]=[CH:42][CH:41]=[CH:40][CH:39]=1. The yield is 0.310. (6) The reactants are O=[C:2]1[C:11]2[C:10]([C:12](OC)=O)=[CH:9][CH:8]=[CH:7][C:6]=2[NH:5][CH:4]([C:16]2[CH:21]=[CH:20][CH:19]=[CH:18][CH:17]=2)[CH:3]1[C:22]1[CH:27]=[CH:26][CH:25]=[CH:24][CH:23]=1.[OH2:28].[NH2:29][NH2:30]. The catalyst is O. The product is [C:16]1([CH:4]2[NH:5][C:6]3[C:11]4[C:2](=[N:29][NH:30][C:12](=[O:28])[C:10]=4[CH:9]=[CH:8][CH:7]=3)[CH:3]2[C:22]2[CH:27]=[CH:26][CH:25]=[CH:24][CH:23]=2)[CH:17]=[CH:18][CH:19]=[CH:20][CH:21]=1. The yield is 0.160.